This data is from NCI-60 drug combinations with 297,098 pairs across 59 cell lines. The task is: Regression. Given two drug SMILES strings and cell line genomic features, predict the synergy score measuring deviation from expected non-interaction effect. (1) Drug 1: CC12CCC(CC1=CCC3C2CCC4(C3CC=C4C5=CN=CC=C5)C)O. Drug 2: CC1=C(C(=O)C2=C(C1=O)N3CC4C(C3(C2COC(=O)N)OC)N4)N. Cell line: NCI-H522. Synergy scores: CSS=31.7, Synergy_ZIP=-4.71, Synergy_Bliss=2.62, Synergy_Loewe=-20.5, Synergy_HSA=3.44. (2) Drug 1: CCN(CC)CCNC(=O)C1=C(NC(=C1C)C=C2C3=C(C=CC(=C3)F)NC2=O)C. Drug 2: C(CN)CNCCSP(=O)(O)O. Cell line: OVCAR-5. Synergy scores: CSS=-0.183, Synergy_ZIP=0.374, Synergy_Bliss=-0.625, Synergy_Loewe=-0.578, Synergy_HSA=-2.09. (3) Drug 1: C1CC(=O)NC(=O)C1N2C(=O)C3=CC=CC=C3C2=O. Drug 2: CC1CCCC2(C(O2)CC(NC(=O)CC(C(C(=O)C(C1O)C)(C)C)O)C(=CC3=CSC(=N3)C)C)C. Cell line: NCI-H460. Synergy scores: CSS=67.4, Synergy_ZIP=0.999, Synergy_Bliss=-0.144, Synergy_Loewe=-33.7, Synergy_HSA=-0.508. (4) Drug 1: CCN(CC)CCCC(C)NC1=C2C=C(C=CC2=NC3=C1C=CC(=C3)Cl)OC. Drug 2: CCC1(C2=C(COC1=O)C(=O)N3CC4=CC5=C(C=CC(=C5CN(C)C)O)N=C4C3=C2)O.Cl. Cell line: RPMI-8226. Synergy scores: CSS=47.0, Synergy_ZIP=-8.77, Synergy_Bliss=-14.1, Synergy_Loewe=-9.52, Synergy_HSA=-12.3. (5) Drug 1: C1CCN(CC1)CCOC2=CC=C(C=C2)C(=O)C3=C(SC4=C3C=CC(=C4)O)C5=CC=C(C=C5)O. Drug 2: CC(C)(C#N)C1=CC(=CC(=C1)CN2C=NC=N2)C(C)(C)C#N. Cell line: HOP-62. Synergy scores: CSS=-3.05, Synergy_ZIP=0.722, Synergy_Bliss=1.83, Synergy_Loewe=-2.61, Synergy_HSA=-3.42. (6) Drug 1: C1CC(CCC1OC2=C(C(=CC=C2)Cl)F)(CC3=NC(=CC=C3)NC4=NC=CS4)C(=O)O. Drug 2: CC(C)(C#N)C1=CC=C(C=C1)N2C3=C4C=C(C=CC4=NC=C3N(C2=O)C)C5=CC6=CC=CC=C6N=C5. Cell line: T-47D. Synergy scores: CSS=54.7, Synergy_ZIP=11.2, Synergy_Bliss=12.4, Synergy_Loewe=13.6, Synergy_HSA=15.4. (7) Cell line: RPMI-8226. Synergy scores: CSS=75.3, Synergy_ZIP=-5.47, Synergy_Bliss=-4.94, Synergy_Loewe=-2.38, Synergy_HSA=0.228. Drug 1: CCCCC(=O)OCC(=O)C1(CC(C2=C(C1)C(=C3C(=C2O)C(=O)C4=C(C3=O)C=CC=C4OC)O)OC5CC(C(C(O5)C)O)NC(=O)C(F)(F)F)O. Drug 2: N.N.Cl[Pt+2]Cl. (8) Drug 1: C1CCC(CC1)NC(=O)N(CCCl)N=O. Drug 2: CN(C)C1=NC(=NC(=N1)N(C)C)N(C)C. Cell line: OVCAR3. Synergy scores: CSS=6.12, Synergy_ZIP=4.36, Synergy_Bliss=12.6, Synergy_Loewe=6.29, Synergy_HSA=9.71. (9) Drug 1: CC1=C(C(=CC=C1)Cl)NC(=O)C2=CN=C(S2)NC3=CC(=NC(=N3)C)N4CCN(CC4)CCO. Drug 2: CS(=O)(=O)CCNCC1=CC=C(O1)C2=CC3=C(C=C2)N=CN=C3NC4=CC(=C(C=C4)OCC5=CC(=CC=C5)F)Cl. Cell line: SK-MEL-5. Synergy scores: CSS=-2.53, Synergy_ZIP=2.00, Synergy_Bliss=0.366, Synergy_Loewe=-5.56, Synergy_HSA=-5.55. (10) Drug 1: C1CN1C2=NC(=NC(=N2)N3CC3)N4CC4. Drug 2: CN(C)N=NC1=C(NC=N1)C(=O)N. Cell line: HS 578T. Synergy scores: CSS=13.4, Synergy_ZIP=-2.51, Synergy_Bliss=0.540, Synergy_Loewe=0.543, Synergy_HSA=2.78.